From a dataset of Aqueous solubility values for 9,982 compounds from the AqSolDB database. Regression/Classification. Given a drug SMILES string, predict its absorption, distribution, metabolism, or excretion properties. Task type varies by dataset: regression for continuous measurements (e.g., permeability, clearance, half-life) or binary classification for categorical outcomes (e.g., BBB penetration, CYP inhibition). For this dataset (solubility_aqsoldb), we predict Y. The molecule is CC(O)COc1ccccc1. The Y is -1.00 log mol/L.